Dataset: Catalyst prediction with 721,799 reactions and 888 catalyst types from USPTO. Task: Predict which catalyst facilitates the given reaction. (1) Reactant: [NH2:1][C:2]1[CH:20]=[CH:19][C:5]([O:6][CH2:7][CH2:8][CH2:9][CH2:10][O:11][C:12]2[CH:18]=[CH:17][C:15]([NH2:16])=[CH:14][CH:13]=2)=[CH:4][CH:3]=1.[S:21](O[S:21]([C:24]([F:27])([F:26])[F:25])(=[O:23])=[O:22])([C:24]([F:27])([F:26])[F:25])(=[O:23])=[O:22].C(=O)(O)[O-].[Na+]. Product: [F:25][C:24]([F:27])([F:26])[S:21]([NH:16][C:15]1[CH:14]=[CH:13][C:12]([O:11][CH2:10][CH2:9][CH2:8][CH2:7][O:6][C:5]2[CH:4]=[CH:3][C:2]([NH:1][S:21]([C:24]([F:25])([F:26])[F:27])(=[O:22])=[O:23])=[CH:20][CH:19]=2)=[CH:18][CH:17]=1)(=[O:23])=[O:22]. The catalyst class is: 2. (2) Reactant: [CH3:1][CH:2]1[C:7]([CH3:19])([C:8]2[CH:13]=[CH:12][CH:11]=[C:10]([C:14]3[N:15]=[N:16][NH:17][CH:18]=3)[CH:9]=2)[CH2:6][CH2:5][NH:4][CH2:3]1.Br[CH2:21][CH2:22][CH2:23][CH2:24][CH3:25].C(=O)([O-])O.[Na+]. Product: [CH3:1][CH:2]1[C:7]([CH3:19])([C:8]2[CH:13]=[CH:12][CH:11]=[C:10]([C:14]3[N:15]=[N:16][NH:17][CH:18]=3)[CH:9]=2)[CH2:6][CH2:5][N:4]([CH2:21][CH2:22][CH2:23][CH2:24][CH3:25])[CH2:3]1. The catalyst class is: 9. (3) Reactant: [F:1][C:2]1[CH:10]=[CH:9][C:5]([C:6]([OH:8])=O)=[CH:4][CH:3]=1.[N:11]1[C:20]2[C:15](=[CH:16][CH:17]=[CH:18][CH:19]=2)[CH:14]=[C:13]([NH2:21])[CH:12]=1.F[P-](F)(F)(F)(F)F.N1(OC(N(C)C)=[N+](C)C)C2C=CC=CC=2N=N1.C(N(CC)C(C)C)(C)C. Product: [F:1][C:2]1[CH:3]=[CH:4][C:5]([C:6]([NH:21][C:13]2[CH:12]=[N:11][C:20]3[C:15]([CH:14]=2)=[CH:16][CH:17]=[CH:18][CH:19]=3)=[O:8])=[CH:9][CH:10]=1. The catalyst class is: 10. (4) Reactant: C(O)(C(F)(F)F)=O.[NH2:8][CH2:9][CH2:10][CH2:11][C:12]1[C:20]2[C:15](=[CH:16][CH:17]=[CH:18][C:19]=2[NH:21][C:22]2[C:30]3[C:25](=[CH:26][N:27]=[CH:28][CH:29]=3)[O:24][C:23]=2[C:31]2[N:36]=[CH:35][CH:34]=[CH:33][N:32]=2)[N:14](C(OC(C)(C)C)=O)[N:13]=1. Product: [NH2:8][CH2:9][CH2:10][CH2:11][C:12]1[C:20]2[C:19]([NH:21][C:22]3[C:30]4[C:25](=[CH:26][N:27]=[CH:28][CH:29]=4)[O:24][C:23]=3[C:31]3[N:32]=[CH:33][CH:34]=[CH:35][N:36]=3)=[CH:18][CH:17]=[CH:16][C:15]=2[NH:14][N:13]=1. The catalyst class is: 4.